This data is from Forward reaction prediction with 1.9M reactions from USPTO patents (1976-2016). The task is: Predict the product of the given reaction. (1) Given the reactants [Br:1][C:2]1[CH:7]=[C:6]([CH3:8])[CH:5]=[C:4](I)[C:3]=1[O:10][CH2:11][CH:12]=[CH:13][C:14]1[CH:19]=[CH:18][CH:17]=[CH:16][CH:15]=1.C(=O)([O-])[O-].[Na+].[Na+].C([O-])=O.[Na+], predict the reaction product. The product is: [CH2:13]([C:12]1[C:4]2[CH:5]=[C:6]([CH3:8])[CH:7]=[C:2]([Br:1])[C:3]=2[O:10][CH:11]=1)[C:14]1[CH:19]=[CH:18][CH:17]=[CH:16][CH:15]=1. (2) Given the reactants [CH3:1][N:2](C)[CH2:3]CN(C)C.[Li][CH2:10][CH2:11][CH2:12][CH3:13].Br[C:15]1[C:20]([CH3:21])=[CH:19][CH:18]=[CH:17][N:16]=1.[C:22]([O:31]C)(=O)[CH2:23][CH2:24][CH2:25][C:26]([O:28]C)=O, predict the reaction product. The product is: [CH3:13][C:12]1[C:1]([C:26](=[O:28])[CH2:25][CH2:24][CH2:23][C:22]([C:15]2[C:20]([CH3:21])=[CH:19][CH:18]=[CH:17][N:16]=2)=[O:31])=[N:2][CH:3]=[CH:10][CH:11]=1.